Task: Predict the reactants needed to synthesize the given product.. Dataset: Full USPTO retrosynthesis dataset with 1.9M reactions from patents (1976-2016) (1) Given the product [CH2:1]([O:3][C:4]([CH:6]1[CH2:7][CH2:8][NH:9][CH2:10][CH:11]1[C:12]1[CH:17]=[CH:16][C:15]([F:18])=[C:14]([F:19])[CH:13]=1)=[O:5])[CH3:2], predict the reactants needed to synthesize it. The reactants are: [CH2:1]([O:3][C:4]([C:6]1[CH2:7][CH2:8][N:9](CC2C=CC=CC=2)[CH2:10][C:11]=1[C:12]1[CH:17]=[CH:16][C:15]([F:18])=[C:14]([F:19])[CH:13]=1)=[O:5])[CH3:2]. (2) Given the product [Cl:1][C:2]1[C:3]([CH3:16])=[C:4]([I:14])[C:5]([O:11][CH2:12][CH3:13])=[C:6]([CH:8]([OH:10])[CH3:9])[CH:7]=1, predict the reactants needed to synthesize it. The reactants are: [Cl:1][C:2]1[C:3](F)=[C:4]([I:14])[C:5]([O:11][CH2:12][CH3:13])=[C:6]([C:8](=[O:10])[CH3:9])[CH:7]=1.[CH2:16](O)CO. (3) Given the product [Cl:34][C:26]1[C:25]([F:24])=[C:42]([CH:43]=[CH:44][CH:27]=1)[C:46]([NH:17][C:14]1[CH:15]=[CH:16][C:11]([O:10][CH2:9][CH2:8][N:5]2[CH2:6][CH2:7][CH:2]([F:1])[CH2:3][CH2:4]2)=[C:12]([C:18]2[N:19]([CH3:23])[N:20]=[CH:21][CH:22]=2)[CH:13]=1)=[O:45], predict the reactants needed to synthesize it. The reactants are: [F:1][CH:2]1[CH2:7][CH2:6][N:5]([CH2:8][CH2:9][O:10][C:11]2[CH:16]=[CH:15][C:14]([NH2:17])=[CH:13][C:12]=2[C:18]2[N:19]([CH3:23])[N:20]=[CH:21][CH:22]=2)[CH2:4][CH2:3]1.[F:24][C:25]1C=CC(C(Cl)=O)=[CH:27][C:26]=1[Cl:34].C(N(CC)CC)C.[CH2:42]1[CH2:46][O:45][CH2:44][CH2:43]1. (4) Given the product [F:16][C:13]([CH3:15])([CH3:14])[CH:9]([NH:8][C:6](=[O:7])[O:5][C:1]([CH3:4])([CH3:3])[CH3:2])[C:10]([NH:23][CH3:20])=[O:11], predict the reactants needed to synthesize it. The reactants are: [C:1]([O:5][C:6]([NH:8][CH:9]([C:13]([F:16])([CH3:15])[CH3:14])[C:10](O)=[O:11])=[O:7])([CH3:4])([CH3:3])[CH3:2].Cl.CN.[CH:20]([N:23](CC)C(C)C)(C)C.O.ON1C2C=CC=CC=2N=N1.CN(C)CCCN=C=NCC. (5) Given the product [Cl:26][C:23]1[CH:22]=[CH:21][C:20]([C:19]2[C:14]([N:8]3[CH:12]=[N:11][CH:10]=[N:9]3)=[C:15]([CH3:28])[N:16]=[N:17][C:18]=2[CH3:27])=[CH:25][CH:24]=1, predict the reactants needed to synthesize it. The reactants are: [H-].[Na+].CN(C=O)C.[NH:8]1[CH:12]=[N:11][CH:10]=[N:9]1.Cl[C:14]1[C:19]([C:20]2[CH:25]=[CH:24][C:23]([Cl:26])=[CH:22][CH:21]=2)=[C:18]([CH3:27])[N:17]=[N:16][C:15]=1[CH3:28].